From a dataset of Catalyst prediction with 721,799 reactions and 888 catalyst types from USPTO. Predict which catalyst facilitates the given reaction. (1) Reactant: [CH2:1]=[CH:2][CH:3]=[CH2:4].[CH2:5]=[CH:6][C:7]1[CH:12]=[CH:11][CH:10]=[CH:9][CH:8]=1.CN(C)CCN(C)C.C([Li])CCC.CC(C1C(O)=C(C(C)(C)C)C=C(CCC(OCC(COC(CCC2C=C(C(C)(C)C)C(O)=C(C(C)(C)C)C=2)=O)(COC(CCC2C=C(C(C)(C)C)C(O)=C(C(C)(C)C)C=2)=O)COC(CCC2C=C(C(C)(C)C)C(O)=C(C(C)(C)C)C=2)=O)=O)C=1)(C)C. Product: [CH2:1]=[CH:2][CH:3]=[CH2:4].[CH2:5]=[CH:6][C:7]1[CH:12]=[CH:11][CH:10]=[CH:9][CH:8]=1. The catalyst class is: 548. (2) Reactant: [ClH:1].C1(C)C=CC(S(O)(=O)=O)=CC=1.[CH3:13][N:14]([CH2:16][C:17]([O:19][CH:20]1[CH2:25][CH2:24][N:23]([C:26]2[S:27][C:28](/[CH:31]=[C:32](\[C:43]#[N:44])/[C:33]3[CH:38]=[CH:37][C:36]([O:39][CH3:40])=[C:35]([O:41][CH3:42])[CH:34]=3)=[CH:29][CH:30]=2)[CH2:22][CH2:21]1)=[O:18])[CH3:15]. Product: [ClH:1].[CH3:13][N:14]([CH2:16][C:17]([O:19][CH:20]1[CH2:21][CH2:22][N:23]([C:26]2[S:27][C:28](/[CH:31]=[C:32](\[C:43]#[N:44])/[C:33]3[CH:38]=[CH:37][C:36]([O:39][CH3:40])=[C:35]([O:41][CH3:42])[CH:34]=3)=[CH:29][CH:30]=2)[CH2:24][CH2:25]1)=[O:18])[CH3:15]. The catalyst class is: 8. (3) Product: [C:16]([O:20][C:21](=[O:40])[NH:22][C:23]1[CH:28]=[CH:27][C:26]([O:29][C:30]2[CH:35]=[CH:34][N:33]=[C:32]([NH2:50])[CH:31]=2)=[CH:25][C:24]=1[F:39])([CH3:19])([CH3:18])[CH3:17]. Reactant: C(O)(=O)C.C(O)(=O)C.IC1C=CC=CC=1.[C:16]([O:20][C:21](=[O:40])[NH:22][C:23]1[CH:28]=[CH:27][C:26]([O:29][C:30]2[CH:35]=[CH:34][N:33]=[C:32](C(=O)N)[CH:31]=2)=[CH:25][C:24]=1[F:39])([CH3:19])([CH3:18])[CH3:17].C(OCC)(=O)C.[OH-].[Na+].C[N:50](C)C=O. The catalyst class is: 6. (4) Reactant: C(=O)([O-])[O-].[Cs+].[Cs+].CC1C=CC(S(O[CH2:18][CH2:19][C:20]2[CH:25]=[CH:24][C:23]([Br:26])=[CH:22][CH:21]=2)(=O)=O)=CC=1.[Cl:27][C:28]1[CH:33]=[CH:32][C:31]([C:34]2[O:42][C:41]3[CH:40]=[CH:39][NH:38][C:37](=[O:43])[C:36]=3[CH:35]=2)=[CH:30][CH:29]=1. Product: [Br:26][C:23]1[CH:22]=[CH:21][C:20]([CH2:19][CH2:18][N:38]2[CH:39]=[CH:40][C:41]3[O:42][C:34]([C:31]4[CH:30]=[CH:29][C:28]([Cl:27])=[CH:33][CH:32]=4)=[CH:35][C:36]=3[C:37]2=[O:43])=[CH:25][CH:24]=1. The catalyst class is: 3. (5) Reactant: [C:1]([O:5][C:6](=[O:9])[CH2:7][NH2:8])([CH3:4])([CH3:3])[CH3:2].[Cl:10][C:11]1[CH:12]=[C:13]([CH:16]=[CH:17][CH:18]=1)[CH:14]=O. Product: [C:1]([O:5][C:6](=[O:9])[CH2:7]/[N:8]=[CH:14]/[C:13]1[CH:16]=[CH:17][CH:18]=[C:11]([Cl:10])[CH:12]=1)([CH3:4])([CH3:3])[CH3:2]. The catalyst class is: 2. (6) Reactant: [Br:1][C:2]1[CH:3]=[C:4]([N:8]2[CH:13]=[C:12]([O:14][CH2:15][C:16]3[CH:21]=[CH:20][C:19]([O:22][CH3:23])=[CH:18][CH:17]=3)[C:11](=[O:24])[CH:10]=[C:9]2[CH:25]=[O:26])[CH:5]=[CH:6][CH:7]=1.[CH3:27][Mg+].[Br-].O. Product: [Br:1][C:2]1[CH:3]=[C:4]([N:8]2[CH:13]=[C:12]([O:14][CH2:15][C:16]3[CH:21]=[CH:20][C:19]([O:22][CH3:23])=[CH:18][CH:17]=3)[C:11](=[O:24])[CH:10]=[C:9]2[CH:25]([OH:26])[CH3:27])[CH:5]=[CH:6][CH:7]=1. The catalyst class is: 56. (7) Reactant: [CH3:1][N:2]([CH3:12])[CH:3]([C:7]1[CH:11]=[CH:10][S:9][CH:8]=1)[C:4]([OH:6])=O.C(Cl)CCl.[NH2:17][C:18]1[CH:26]=[CH:25][C:21]([C:22]([NH2:24])=[O:23])=[C:20]([CH3:27])[CH:19]=1.C([O-])(O)=O.[Na+]. Product: [CH3:12][N:2]([CH3:1])[CH:3]([C:7]1[CH:11]=[CH:10][S:9][CH:8]=1)[C:4]([NH:17][C:18]1[CH:26]=[CH:25][C:21]([C:22]([NH2:24])=[O:23])=[C:20]([CH3:27])[CH:19]=1)=[O:6]. The catalyst class is: 383. (8) Reactant: O.[OH-].[Li+].[CH:4]1([C@H:10]([NH:15][C:16]([C:18]2[C:27]([NH:28][C:29](=[O:40])[CH2:30][C:31]3[C:36]([CH3:37])=[CH:35][C:34]([CH3:38])=[CH:33][C:32]=3[CH3:39])=[CH:26][C:25]3[C:20](=[CH:21][CH:22]=[CH:23][CH:24]=3)[CH:19]=2)=[O:17])[C:11]([O:13]C)=[O:12])[CH2:9][CH2:8][CH2:7][CH2:6][CH2:5]1.CO.Cl. Product: [CH:4]1([C@H:10]([NH:15][C:16]([C:18]2[C:27]([NH:28][C:29](=[O:40])[CH2:30][C:31]3[C:36]([CH3:37])=[CH:35][C:34]([CH3:38])=[CH:33][C:32]=3[CH3:39])=[CH:26][C:25]3[C:20](=[CH:21][CH:22]=[CH:23][CH:24]=3)[CH:19]=2)=[O:17])[C:11]([OH:13])=[O:12])[CH2:9][CH2:8][CH2:7][CH2:6][CH2:5]1. The catalyst class is: 20.